From a dataset of Full USPTO retrosynthesis dataset with 1.9M reactions from patents (1976-2016). Predict the reactants needed to synthesize the given product. (1) Given the product [CH2:14]([N:10]([CH3:11])[C:8]([NH:7][C@H:6]1[CH2:5][CH2:4][O:3][C:2]1=[O:1])=[O:9])[CH2:13][CH2:21][CH2:20][CH:19]=[CH2:25], predict the reactants needed to synthesize it. The reactants are: [O:1]=[C:2]1[C@@H:6]([NH:7][C:8]([N:10]2[CH:14]=[CH:13]N=[CH:11]2)=[O:9])[CH2:5][CH2:4][O:3]1.S([C:19]1[CH:25]=CC(C)=[CH:21][CH:20]=1)(O)(=O)=O.CNCCCCC=C. (2) Given the product [C:5]([C:8]1[C:26](=[O:28])[NH:25][C:24]2[C:15]([C:13]=1[OH:14])=[CH:16][C:17]1[CH:18]=[CH:19][CH:20]=[CH:21][C:22]=1[CH:23]=2)(=[O:7])[CH3:6], predict the reactants needed to synthesize it. The reactants are: [H-].[Na+].CO.[C:5](/[C:8](=[C:13](\[C:15]1[C:24]([NH:25][C:26]([O:28]CC)=O)=[CH:23][C:22]2[C:17](=[CH:18][CH:19]=[CH:20][CH:21]=2)[CH:16]=1)/[OH:14])/C(OC)=O)(=[O:7])[CH3:6]. (3) Given the product [Br:7][C:8]1[CH:9]=[CH:10][C:11]([C:19]2[CH:20]=[CH:21][C:16]([Cl:15])=[CH:17][CH:18]=2)=[N:12][CH:13]=1, predict the reactants needed to synthesize it. The reactants are: C([O-])([O-])=O.[Na+].[Na+].[Br:7][C:8]1[CH:9]=[CH:10][C:11](I)=[N:12][CH:13]=1.[Cl:15][C:16]1[CH:21]=[CH:20][C:19](OB(O)O)=[CH:18][CH:17]=1. (4) Given the product [CH3:1][O:2][C:3](=[O:22])[C:4]([C:6]1[CH:7]=[CH:8][C:9]([C:12](=[O:20])[NH:13][CH:14]2[CH2:15][CH2:16][N:17]([CH2:65][C:64]3[CH:67]=[CH:68][C:69]([O:70][CH3:71])=[C:62]([O:61][CH2:59][CH3:60])[CH:63]=3)[CH2:18][CH2:19]2)=[CH:10][CH:11]=1)([CH3:5])[CH3:21], predict the reactants needed to synthesize it. The reactants are: [CH3:1][O:2][C:3](=[O:22])[C:4]([CH3:21])([C:6]1[CH:11]=[CH:10][C:9]([C:12](=[O:20])[NH:13][CH:14]2[CH2:19][CH2:18][NH:17][CH2:16][CH2:15]2)=[CH:8][CH:7]=1)[CH3:5].C(OC(N1CCC(NC(=O)C2C=CC(C(C(OC)=O)(C)C)=CC=2)CC1)=O)(C)(C)C.C(O)(C(F)(F)F)=O.[CH2:59]([O:61][C:62]1[CH:63]=[C:64]([CH:67]=[CH:68][C:69]=1[O:70][CH3:71])[CH:65]=O)[CH3:60].C([BH3-])#N.[Na+].C(N(C(C)C)C(C)C)C. (5) Given the product [Br:32][CH2:19][C:16]([C:13]1[CH:14]=[CH:15][C:6]2[C:5]3[C:10](=[CH:11][C:2]([Br:1])=[CH:3][CH:4]=3)[O:9][CH2:8][C:7]=2[CH:12]=1)=[O:18], predict the reactants needed to synthesize it. The reactants are: [Br:1][C:2]1[CH:11]=[C:10]2[C:5]([C:6]3[CH:15]=[CH:14][C:13]([C:16]([OH:18])=O)=[CH:12][C:7]=3[CH2:8][O:9]2)=[CH:4][CH:3]=1.[C:19](Cl)(=O)C(Cl)=O.C[Si](C=[N+]=[N-])(C)C.[BrH:32].CC(O)=O.C(=O)(O)[O-].[Na+]. (6) Given the product [CH:17]1[C:26]2[C:21](=[CH:22][CH:23]=[CH:24][CH:25]=2)[CH:20]=[CH:19][C:18]=1[O:27][C:2]1[CH:7]=[CH:6][C:5]([N+:8]([O-:10])=[O:9])=[CH:4][CH:3]=1, predict the reactants needed to synthesize it. The reactants are: F[C:2]1[CH:7]=[CH:6][C:5]([N+:8]([O-:10])=[O:9])=[CH:4][CH:3]=1.C(=O)([O-])[O-].[K+].[K+].[CH:17]1[C:26]2[C:21](=[CH:22][CH:23]=[CH:24][CH:25]=2)[CH:20]=[CH:19][C:18]=1[OH:27].O. (7) The reactants are: [Br:1][C:2]1[CH:11]=[C:10]2[C:5]([CH:6]=[CH:7][C:8]([C:12]([OH:14])=O)=[N:9]2)=[N:4][CH:3]=1.[NH2:15][C:16]1[CH:17]=[N:18][CH:19]=[CH:20][C:21]=1[N:22]1[CH2:27][C@H:26]([CH3:28])[CH2:25][C@H:24]([NH:29]C(=O)OC(C)(C)C)[CH2:23]1.CCN(C(C)C)C(C)C.CN(C(ON1N=NC2C=CC=NC1=2)=[N+](C)C)C.F[P-](F)(F)(F)(F)F.C(O)(C(F)(F)F)=O. Given the product [NH2:29][C@H:24]1[CH2:25][C@@H:26]([CH3:28])[CH2:27][N:22]([C:21]2[CH:20]=[CH:19][N:18]=[CH:17][C:16]=2[NH:15][C:12]([C:8]2[CH:7]=[CH:6][C:5]3[C:10](=[CH:11][C:2]([Br:1])=[CH:3][N:4]=3)[N:9]=2)=[O:14])[CH2:23]1, predict the reactants needed to synthesize it.